Dataset: Full USPTO retrosynthesis dataset with 1.9M reactions from patents (1976-2016). Task: Predict the reactants needed to synthesize the given product. (1) Given the product [F:35][C:36]1[C:41]([F:42])=[CH:40][C:39]([C:43]2[CH:48]=[CH:47][C:46]([O:49][CH2:50][C:51]3[CH:59]=[CH:58][CH:57]=[C:56]4[C:52]=3[CH:53]=[CH:54][N:55]4[C:67](=[O:69])[CH2:68][C:63]([CH3:70])([CH3:62])[C:64]([OH:66])=[O:65])=[CH:45][CH:44]=2)=[C:38]([O:60][CH3:61])[CH:37]=1, predict the reactants needed to synthesize it. The reactants are: FC1C(F)=CC(C2C=CC(OCC3C=CC=C4C=3C=CN4C(=O)CCC(O)=O)=CC=2)=C(OC)C=1.[F:35][C:36]1[C:41]([F:42])=[CH:40][C:39]([C:43]2[CH:48]=[CH:47][C:46]([O:49][CH2:50][C:51]3[CH:59]=[CH:58][CH:57]=[C:56]4[C:52]=3[CH:53]=[CH:54][NH:55]4)=[CH:45][CH:44]=2)=[C:38]([O:60][CH3:61])[CH:37]=1.[CH3:62][C:63]1([CH3:70])[CH2:68][C:67](=[O:69])[O:66][C:64]1=[O:65]. (2) Given the product [CH2:1]([C:8]1[C:9]([CH3:22])=[N:10][C:11]2[N:12]([N:14]=[CH:15][C:16]=2[C:17]([OH:19])=[O:18])[CH:13]=1)[C:2]1[CH:7]=[CH:6][CH:5]=[CH:4][CH:3]=1, predict the reactants needed to synthesize it. The reactants are: [CH2:1]([C:8]1[C:9]([CH3:22])=[N:10][C:11]2[N:12]([N:14]=[CH:15][C:16]=2[C:17]([O:19]CC)=[O:18])[CH:13]=1)[C:2]1[CH:7]=[CH:6][CH:5]=[CH:4][CH:3]=1.[OH-].[K+]. (3) Given the product [C:1]([O:7][C:8]([CH3:11])([CH3:10])[CH3:9])(=[O:6])[CH2:2][C:3]([O:5][CH2:25][C:12]1[C:24]2[CH2:23][C:22]3[C:17](=[CH:18][CH:19]=[CH:20][CH:21]=3)[C:16]=2[CH:15]=[CH:14][CH:13]=1)=[O:4], predict the reactants needed to synthesize it. The reactants are: [C:1]([O:7][C:8]([CH3:11])([CH3:10])[CH3:9])(=[O:6])[CH2:2][C:3]([O-:5])=[O:4].[C:12]1([CH2:25]O)[C:24]2[CH2:23][C:22]3[C:17](=[CH:18][CH:19]=[CH:20][CH:21]=3)[C:16]=2[CH:15]=[CH:14][CH:13]=1.CCN=C=NCCCN(C)C.Cl. (4) Given the product [NH2:1][C:2]1[CH:7]=[C:6]([C:8]2[S:12][C:11]([CH2:13][C:14]([OH:16])=[O:15])=[N:10][C:9]=2[C:19]2[CH:24]=[CH:23][CH:22]=[C:21]([CH3:25])[CH:20]=2)[CH:5]=[CH:4][N:3]=1, predict the reactants needed to synthesize it. The reactants are: [NH2:1][C:2]1[CH:7]=[C:6]([C:8]2[S:12][C:11]([CH2:13][C:14]([O:16]CC)=[O:15])=[N:10][C:9]=2[C:19]2[CH:24]=[CH:23][CH:22]=[C:21]([CH3:25])[CH:20]=2)[CH:5]=[CH:4][N:3]=1.[OH-].[Na+].Cl.